Task: Regression. Given a peptide amino acid sequence and an MHC pseudo amino acid sequence, predict their binding affinity value. This is MHC class I binding data.. Dataset: Peptide-MHC class I binding affinity with 185,985 pairs from IEDB/IMGT (1) The peptide sequence is SVQLSNNKY. The MHC is HLA-A33:01 with pseudo-sequence HLA-A33:01. The binding affinity (normalized) is 0.121. (2) The peptide sequence is MSAEGAWRQV. The MHC is HLA-A68:02 with pseudo-sequence HLA-A68:02. The binding affinity (normalized) is 0.740. (3) The peptide sequence is AEMVAKYDL. The MHC is HLA-A02:12 with pseudo-sequence HLA-A02:12. The binding affinity (normalized) is 0.0847. (4) The peptide sequence is TSASFTDLY. The MHC is HLA-B83:01 with pseudo-sequence HLA-B83:01. The binding affinity (normalized) is 0.213. (5) The peptide sequence is WIPKRNRSI. The MHC is HLA-A03:01 with pseudo-sequence HLA-A03:01. The binding affinity (normalized) is 0.0847.